From a dataset of Catalyst prediction with 721,799 reactions and 888 catalyst types from USPTO. Predict which catalyst facilitates the given reaction. The catalyst class is: 9. Reactant: [NH2:1][CH2:2][C:3]1[CH:8]=[C:7]([OH:9])[C:6]([O:10][CH3:11])=[CH:5][N:4]=1.CO[CH:14]=[C:15]1[C:24]2[C:19](=[CH:20][CH:21]=[C:22]([I:25])[CH:23]=2)[C:18](=[O:26])[NH:17][C:16]1=[O:27]. Product: [I:25][C:22]1[CH:23]=[C:24]2[C:19](=[CH:20][CH:21]=1)[C:18](=[O:26])[NH:17][C:16](=[O:27])[C:15]2=[CH:14][NH:1][CH2:2][C:3]1[CH:8]=[C:7]([OH:9])[C:6]([O:10][CH3:11])=[CH:5][N:4]=1.